Dataset: NCI-60 drug combinations with 297,098 pairs across 59 cell lines. Task: Regression. Given two drug SMILES strings and cell line genomic features, predict the synergy score measuring deviation from expected non-interaction effect. (1) Cell line: HOP-92. Synergy scores: CSS=53.2, Synergy_ZIP=-2.32, Synergy_Bliss=-3.41, Synergy_Loewe=-21.7, Synergy_HSA=-2.11. Drug 1: CCCCCOC(=O)NC1=NC(=O)N(C=C1F)C2C(C(C(O2)C)O)O. Drug 2: N.N.Cl[Pt+2]Cl. (2) Drug 1: C1CCC(C1)C(CC#N)N2C=C(C=N2)C3=C4C=CNC4=NC=N3. Drug 2: CC1C(C(=O)NC(C(=O)N2CCCC2C(=O)N(CC(=O)N(C(C(=O)O1)C(C)C)C)C)C(C)C)NC(=O)C3=C4C(=C(C=C3)C)OC5=C(C(=O)C(=C(C5=N4)C(=O)NC6C(OC(=O)C(N(C(=O)CN(C(=O)C7CCCN7C(=O)C(NC6=O)C(C)C)C)C)C(C)C)C)N)C. Cell line: MDA-MB-231. Synergy scores: CSS=2.75, Synergy_ZIP=4.43, Synergy_Bliss=9.35, Synergy_Loewe=9.80, Synergy_HSA=9.14. (3) Drug 1: C1=CC(=C2C(=C1NCCNCCO)C(=O)C3=C(C=CC(=C3C2=O)O)O)NCCNCCO. Drug 2: CC1CCC2CC(C(=CC=CC=CC(CC(C(=O)C(C(C(=CC(C(=O)CC(OC(=O)C3CCCCN3C(=O)C(=O)C1(O2)O)C(C)CC4CCC(C(C4)OC)OCCO)C)C)O)OC)C)C)C)OC. Cell line: EKVX. Synergy scores: CSS=34.2, Synergy_ZIP=2.69, Synergy_Bliss=1.94, Synergy_Loewe=6.30, Synergy_HSA=7.79. (4) Drug 1: C(=O)(N)NO. Drug 2: CC1CCC2CC(C(=CC=CC=CC(CC(C(=O)C(C(C(=CC(C(=O)CC(OC(=O)C3CCCCN3C(=O)C(=O)C1(O2)O)C(C)CC4CCC(C(C4)OC)O)C)C)O)OC)C)C)C)OC. Cell line: HCT116. Synergy scores: CSS=0.137, Synergy_ZIP=5.60, Synergy_Bliss=7.73, Synergy_Loewe=-3.04, Synergy_HSA=-0.639.